The task is: Predict the reaction yield, written as a fraction of the theoretical maximum amount of product (1.0 means a 100% yield; for example, 0.34 means a 34% yield).. This data is from Reaction yield outcomes from USPTO patents with 853,638 reactions. The reactants are [F:1][C:2]1[CH:10]=[N:9][CH:8]=[C:7]([F:11])[C:3]=1[C:4]([OH:6])=O.ClC1N=C(OC)N=C(OC)N=1.CN1CCOCC1.FC1C=CC=CC=1C([NH:39][C:40]1[CH:45]=[CH:44][C:43]([C:46]2[C:47]([CH3:55])=[CH:48][C:49]3[S:53][CH:52]=[N:51][C:50]=3[CH:54]=2)=[CH:42][N:41]=1)=O.C([O-])(O)=O.[Na+].CC(=O)OCC. The catalyst is C(Cl)Cl. The product is [F:11][C:7]1[CH:8]=[N:9][CH:10]=[C:2]([F:1])[C:3]=1[C:4]([NH:39][C:40]1[CH:45]=[CH:44][C:43]([C:46]2[C:47]([CH3:55])=[CH:48][C:49]3[S:53][CH:52]=[N:51][C:50]=3[CH:54]=2)=[CH:42][N:41]=1)=[O:6]. The yield is 0.233.